Task: Regression. Given two drug SMILES strings and cell line genomic features, predict the synergy score measuring deviation from expected non-interaction effect.. Dataset: NCI-60 drug combinations with 297,098 pairs across 59 cell lines (1) Drug 1: CC1=C(C(CCC1)(C)C)C=CC(=CC=CC(=CC(=O)O)C)C. Drug 2: C1=CN(C=N1)CC(O)(P(=O)(O)O)P(=O)(O)O. Cell line: MDA-MB-435. Synergy scores: CSS=2.62, Synergy_ZIP=0.321, Synergy_Bliss=2.72, Synergy_Loewe=0.356, Synergy_HSA=0.557. (2) Drug 1: C(CC(=O)O)C(=O)CN.Cl. Drug 2: C1CCC(C(C1)N)N.C(=O)(C(=O)[O-])[O-].[Pt+4]. Cell line: HCT116. Synergy scores: CSS=47.8, Synergy_ZIP=-3.67, Synergy_Bliss=-6.76, Synergy_Loewe=-32.7, Synergy_HSA=-4.90. (3) Drug 1: C1=CC(=CC=C1CCC2=CNC3=C2C(=O)NC(=N3)N)C(=O)NC(CCC(=O)O)C(=O)O. Synergy scores: CSS=21.5, Synergy_ZIP=0.911, Synergy_Bliss=0.475, Synergy_Loewe=-9.69, Synergy_HSA=0.735. Cell line: SNB-75. Drug 2: CN1C2=C(C=C(C=C2)N(CCCl)CCCl)N=C1CCCC(=O)O.Cl.